Task: Predict the reactants needed to synthesize the given product.. Dataset: Full USPTO retrosynthesis dataset with 1.9M reactions from patents (1976-2016) (1) The reactants are: [CH:1]1[CH:2]=[CH:3][C:4]2N(O)N=[N:7][C:5]=2C=1.CCN([CH:17]([CH3:19])C)C(C)C.CN([C:23]([O:27]N1N=NC2C=CC=NC1=2)=[N+](C)C)C.F[P-](F)(F)(F)(F)F.[Br:44]C1C(C(O)=O)=NC=CC=1.N1C=CN2CCNCC=12.[CH3:63][N:64]([CH:66]=[O:67])[CH3:65]. Given the product [Br:44][C:5]1[CH:4]=[CH:3][CH:2]=[C:1]([C:66]([N:64]2[CH2:65][CH2:19][C@@H:17]([O:27][CH3:23])[CH2:63]2)=[O:67])[N:7]=1, predict the reactants needed to synthesize it. (2) Given the product [CH3:18][O:17][C:16]1[CH:15]=[CH:14][C:4]([C:5]([NH:7][C:8]2[CH:13]=[CH:12][CH:11]=[CH:10][CH:9]=2)=[O:6])=[CH:3][C:2]=1[NH:1][C:26]([NH:25][C:19]1[CH:24]=[CH:23][CH:22]=[CH:21][CH:20]=1)=[S:27], predict the reactants needed to synthesize it. The reactants are: [NH2:1][C:2]1[CH:3]=[C:4]([CH:14]=[CH:15][C:16]=1[O:17][CH3:18])[C:5]([NH:7][C:8]1[CH:13]=[CH:12][CH:11]=[CH:10][CH:9]=1)=[O:6].[C:19]1([N:25]=[C:26]=[S:27])[CH:24]=[CH:23][CH:22]=[CH:21][CH:20]=1. (3) Given the product [CH2:24]([N:26]([CH2:27][CH3:28])[C:15]1[N:14]=[C:13]([C:21]([NH2:23])=[O:22])[CH:12]=[C:11]([C:4]2[C:3]([O:2][CH3:1])=[CH:8][CH:7]=[CH:6][C:5]=2[O:9][CH3:10])[N:16]=1)[CH3:25], predict the reactants needed to synthesize it. The reactants are: [CH3:1][O:2][C:3]1[CH:8]=[CH:7][CH:6]=[C:5]([O:9][CH3:10])[C:4]=1[C:11]1[N:16]=[C:15](S(C)(=O)=O)[N:14]=[C:13]([C:21]([NH2:23])=[O:22])[CH:12]=1.[CH2:24]([NH:26][CH2:27][CH3:28])[CH3:25].CN1CCOCC1.